Dataset: Full USPTO retrosynthesis dataset with 1.9M reactions from patents (1976-2016). Task: Predict the reactants needed to synthesize the given product. (1) Given the product [CH:1]1([C:53]2[CH:52]=[CH:51][C:46]([C:47]([O:49][CH3:50])=[O:48])=[C:45]([O:44][CH2:42][CH3:43])[CH:54]=2)[CH2:3][CH2:2]1, predict the reactants needed to synthesize it. The reactants are: [CH:1]1(B(O)O)[CH2:3][CH2:2]1.C(=O)([O-])[O-].[Na+].[Na+].C1(P(C2CCCCC2)C2C=CC=CC=2C2C(OC)=CC=CC=2OC)CCCCC1.[CH2:42]([O:44][C:45]1[CH:54]=[C:53](I)[CH:52]=[CH:51][C:46]=1[C:47]([O:49][CH3:50])=[O:48])[CH3:43]. (2) Given the product [F:1][C:2]1[CH:25]=[CH:24][C:5]([O:6][CH:7]2[CH2:10][N:9]([C:11]3[N:19]=[CH:18][C:17]([C:20]([F:23])([F:22])[F:21])=[CH:16][C:12]=3[C:13]([NH:31][C:32]3([C:35]4[CH:44]=[CH:43][C:38]([C:39]([O:41][CH3:42])=[O:40])=[CH:37][CH:36]=4)[CH2:34][CH2:33]3)=[O:14])[CH2:8]2)=[CH:4][C:3]=1[C:26]([F:28])([F:27])[F:29], predict the reactants needed to synthesize it. The reactants are: [F:1][C:2]1[CH:25]=[CH:24][C:5]([O:6][CH:7]2[CH2:10][N:9]([C:11]3[N:19]=[CH:18][C:17]([C:20]([F:23])([F:22])[F:21])=[CH:16][C:12]=3[C:13](O)=[O:14])[CH2:8]2)=[CH:4][C:3]=1[C:26]([F:29])([F:28])[F:27].Cl.[NH2:31][C:32]1([C:35]2[CH:44]=[CH:43][C:38]([C:39]([O:41][CH3:42])=[O:40])=[CH:37][CH:36]=2)[CH2:34][CH2:33]1. (3) Given the product [CH:22]1([NH:19][C:13](=[O:15])[CH2:12][CH:4]2[C:5](=[O:11])[O:6][C:7]([CH3:9])([CH3:10])[CH2:8][N:3]2[CH2:1][CH3:2])[CH2:24][CH2:23]1, predict the reactants needed to synthesize it. The reactants are: [CH2:1]([N:3]1[CH2:8][C:7]([CH3:10])([CH3:9])[O:6][C:5](=[O:11])[CH:4]1[CH2:12][C:13]([OH:15])=O)[CH3:2].C([N:19]([CH:22]([CH3:24])[CH3:23])CC)(C)C.CN(C(ON1N=NC2C=CC=NC1=2)=[N+](C)C)C.F[P-](F)(F)(F)(F)F.C1(N)CC1.